Task: Predict the reaction yield, written as a fraction of the theoretical maximum amount of product (1.0 means a 100% yield; for example, 0.34 means a 34% yield).. Dataset: Reaction yield outcomes from USPTO patents with 853,638 reactions The reactants are [OH:1][C:2]1[CH:3]=[N:4][CH:5]=[CH:6][CH:7]=1.[H-].[Na+].Br[CH2:11][CH:12]([N:19]1[C:23]2[CH:24]=[C:25]([F:29])[C:26]([F:28])=[CH:27][C:22]=2[N:21]=[C:20]1[C:30]1[CH:35]=[CH:34][C:33]([Cl:36])=[CH:32][CH:31]=1)[CH:13]1[CH2:18][CH2:17][CH2:16][CH2:15][CH2:14]1.Cl. The catalyst is CN(C)C=O.C(OCC)(=O)C. The product is [Cl:36][C:33]1[CH:34]=[CH:35][C:30]([C:20]2[N:19]([CH:12]([CH:13]3[CH2:14][CH2:15][CH2:16][CH2:17][CH2:18]3)[CH2:11][O:1][C:2]3[CH:3]=[N:4][CH:5]=[CH:6][CH:7]=3)[C:23]3[CH:24]=[C:25]([F:29])[C:26]([F:28])=[CH:27][C:22]=3[N:21]=2)=[CH:31][CH:32]=1. The yield is 0.650.